This data is from Forward reaction prediction with 1.9M reactions from USPTO patents (1976-2016). The task is: Predict the product of the given reaction. (1) Given the reactants [CH:1]1(/[CH:4]=[N:5]/[S@:6]([C:8]([CH3:11])([CH3:10])[CH3:9])=[O:7])[CH2:3][CH2:2]1.C[N+](C)(C)C.[F-].[Si]([C:22]([F:25])([F:24])[F:23])(C)(C)C, predict the reaction product. The product is: [CH:1]1([C@@H:4]([NH:5][S@:6]([C:8]([CH3:11])([CH3:10])[CH3:9])=[O:7])[C:22]([F:25])([F:24])[F:23])[CH2:2][CH2:3]1. (2) Given the reactants [Cl:1][C:2]1[S:3][C:4]([Cl:11])=[CH:5][C:6]=1[C:7](OC)=[O:8].[BH4-].[Na+].[Cl-].[NH4+], predict the reaction product. The product is: [Cl:1][C:2]1[S:3][C:4]([Cl:11])=[CH:5][C:6]=1[CH2:7][OH:8]. (3) The product is: [CH3:24][C:15]1[CH:14]=[CH:23][CH:22]=[C:17]([CH3:18])[C:16]=1[NH:53][C:66]([NH:1][C:2]1[CH:10]=[C:9]([F:11])[C:8]([F:12])=[CH:7][C:3]=1[C:4]([NH:44][C@H:45]([C:50]([OH:52])=[O:51])[C@H:46]([CH2:48][CH3:49])[CH3:47])=[O:6])=[O:67]. Given the reactants [NH2:1][C:2]1[CH:10]=[C:9]([F:11])[C:8]([F:12])=[CH:7][C:3]=1[C:4]([OH:6])=O.N[C:14]1[C:15]([C:24](O)=O)=[CH:16][C:17]2[C:22]([CH:23]=1)=CC=C[CH:18]=2.C([NH:44][C@H:45]([C:50]([OH:52])=[O:51])[C@H:46]([CH2:48][CH3:49])[CH3:47])(OCC1C2C(=CC=CC=2)C2C1=CC=CC=2)=O.[NH:53]([C:66](OCC1C2C(=CC=CC=2)C2C1=CC=CC=2)=[O:67])[C@H](C(O)=O)CC(=O)OC(C)(C)C, predict the reaction product. (4) Given the reactants Cl.[CH3:2][O:3][C:4]1[CH:13]=[C:12]2[C:7]([C:8]([O:19][C@H:20]3[CH2:24][N:23]([C:25](=[O:35])[C@@H:26]([NH:31][C:32](=[O:34])O)[C:27]([CH3:30])([CH3:29])[CH3:28])[C@H:22]([C:36]([O:38][CH3:39])=[O:37])[CH2:21]3)=[CH:9][C:10]([N:14]3[CH:18]=[CH:17][CH:16]=[N:15]3)=[N:11]2)=[CH:6][CH:5]=1.C(N(CC)CC)C.[C:47]([N:51]=C=O)([CH3:50])([CH3:49])[CH3:48], predict the reaction product. The product is: [CH3:39][O:38][C:36]([C@@H:22]1[CH2:21][C@@H:20]([O:19][C:8]2[C:7]3[C:12](=[CH:13][C:4]([O:3][CH3:2])=[CH:5][CH:6]=3)[N:11]=[C:10]([N:14]3[CH:18]=[CH:17][CH:16]=[N:15]3)[CH:9]=2)[CH2:24][N:23]1[C:25](=[O:35])[C@@H:26]([NH:31][C:32]([NH:51][C:47]([CH3:50])([CH3:49])[CH3:48])=[O:34])[C:27]([CH3:28])([CH3:29])[CH3:30])=[O:37]. (5) Given the reactants [C:1]1([C@@H:7]2[CH2:12][CH2:11][C@H:10]([NH2:13])[CH2:9][CH2:8]2)[CH:6]=[CH:5][CH:4]=[CH:3][CH:2]=1.[Cl:14][C:15]1[CH:20]=[CH:19][C:18]([CH2:21][C:22](O)=[O:23])=[CH:17][CH:16]=1, predict the reaction product. The product is: [Cl:14][C:15]1[CH:20]=[CH:19][C:18]([CH2:21][C:22]([NH:13][C@H:10]2[CH2:9][CH2:8][C@@H:7]([C:1]3[CH:6]=[CH:5][CH:4]=[CH:3][CH:2]=3)[CH2:12][CH2:11]2)=[O:23])=[CH:17][CH:16]=1. (6) Given the reactants [CH:1]1([CH:4]([C:6]2[CH:11]=[CH:10][C:9]([Cl:12])=[CH:8][CH:7]=2)O)[CH2:3][CH2:2]1.FC(F)(F)C(O)=O.[F:20][C:21]1[CH:22]=[C:23]2[C:27](=[C:28]([CH2:30][S:31]([CH3:34])(=[O:33])=[O:32])[CH:29]=1)[NH:26][CH:25]=[CH:24]2, predict the reaction product. The product is: [Cl:12][C:9]1[CH:10]=[CH:11][C:6]([CH:4]([CH:1]2[CH2:3][CH2:2]2)[C:24]2[C:23]3[C:27](=[C:28]([CH2:30][S:31]([CH3:34])(=[O:32])=[O:33])[CH:29]=[C:21]([F:20])[CH:22]=3)[NH:26][CH:25]=2)=[CH:7][CH:8]=1. (7) Given the reactants [S:1]1[CH:5]=[CH:4][C:3]2[C:6]([N:10]3[CH2:15][CH2:14][N:13]([CH2:16][CH2:17][CH2:18][CH2:19][O:20][C:21]4[CH:30]=[C:29]5[C:24]([CH:25]=[CH:26][C:27](=[O:31])[NH:28]5)=[CH:23][CH:22]=4)[CH2:12][CH2:11]3)=[CH:7][CH:8]=[CH:9][C:2]1=2.[C:32]([OH:38])(=[O:37])[CH2:33][C:34]([OH:36])=[O:35], predict the reaction product. The product is: [C:32]([OH:38])(=[O:37])[CH2:33][C:34]([OH:36])=[O:35].[S:1]1[CH:5]=[CH:4][C:3]2[C:6]([N:10]3[CH2:11][CH2:12][N:13]([CH2:16][CH2:17][CH2:18][CH2:19][O:20][C:21]4[CH:30]=[C:29]5[C:24]([CH:25]=[CH:26][C:27](=[O:31])[NH:28]5)=[CH:23][CH:22]=4)[CH2:14][CH2:15]3)=[CH:7][CH:8]=[CH:9][C:2]1=2.